Dataset: Forward reaction prediction with 1.9M reactions from USPTO patents (1976-2016). Task: Predict the product of the given reaction. (1) Given the reactants CS(OCCCOC1C=CC=C(C2N(C3C=CC=C(Cl)C=3)N=C(C(N3CC(=O)NC3)=O)C=2)C=1)(=O)=O.CN.[CH:38]([OH:40])=[O:39].[Cl:41][C:42]1[CH:43]=[C:44]([N:48]2[C:52]([C:53]3[CH:58]=[CH:57][CH:56]=[C:55]([O:59][CH2:60][CH2:61][CH2:62][N:63](C)[CH3:64])[CH:54]=3)=[CH:51][C:50]([C:66]([N:68]3[CH2:72][C:71](=[O:73])[NH:70][CH2:69]3)=[O:67])=[N:49]2)[CH:45]=[CH:46][CH:47]=1, predict the reaction product. The product is: [CH:38]([OH:40])=[O:39].[Cl:41][C:42]1[CH:43]=[C:44]([N:48]2[C:52]([C:53]3[CH:58]=[CH:57][CH:56]=[C:55]([O:59][CH2:60][CH2:61][CH2:62][NH:63][CH3:64])[CH:54]=3)=[CH:51][C:50]([C:66]([N:68]3[CH2:72][C:71](=[O:73])[NH:70][CH2:69]3)=[O:67])=[N:49]2)[CH:45]=[CH:46][CH:47]=1. (2) Given the reactants F[C:2]1C=CC(CCC2C(C(O)=O)=NC(OC(C3C=CC(F)=CC=3)CC3N(C)C=NC=3)=CC=2)=C[CH:3]=1.[F:35][C:36]1[CH:80]=[CH:79][C:39]([CH2:40][CH2:41][C:42]2[C:43]([C:64]([NH:66][C@@H:67]([CH2:75][CH2:76][S:77][CH3:78])[C:68]([O:70][C:71](C)([CH3:73])[CH3:72])=[O:69])=[O:65])=[N:44][C:45]([O:48][CH:49]([C:57]3[CH:62]=[CH:61][C:60]([F:63])=[CH:59][CH:58]=3)[CH2:50][C:51]3[N:55]([CH3:56])[CH:54]=[N:53][CH:52]=3)=[CH:46][CH:47]=2)=[CH:38][CH:37]=1.C1(OC(=O)[C@H](CCSC)N)CCCC1.C(OC(=O)[C@H](CCSC)N)(C)(C)C, predict the reaction product. The product is: [F:35][C:36]1[CH:37]=[CH:38][C:39]([CH2:40][CH2:41][C:42]2[C:43]([C:64]([NH:66][C@@H:67]([CH2:75][CH2:76][S:77][CH3:78])[C:68]([O:70][CH:71]3[CH2:72][CH2:3][CH2:2][CH2:73]3)=[O:69])=[O:65])=[N:44][C:45]([O:48][CH:49]([C:57]3[CH:62]=[CH:61][C:60]([F:63])=[CH:59][CH:58]=3)[CH2:50][C:51]3[N:55]([CH3:56])[CH:54]=[N:53][CH:52]=3)=[CH:46][CH:47]=2)=[CH:79][CH:80]=1. (3) Given the reactants [NH2:1][C:2]1[CH:7]=[CH:6][CH:5]=[CH:4][C:3]=1[NH:8][C:9]1[CH:33]=[CH:32][C:12]2[C:13](=[O:31])[C:14]3[CH:21]=[CH:20][C:19]([O:22][CH2:23][C@H:24]4[CH2:28][O:27]C(C)(C)[O:25]4)=[CH:18][C:15]=3[CH2:16][CH2:17][C:11]=2[CH:10]=1.O.C1(C)C=CC(S(O)(=O)=O)=CC=1, predict the reaction product. The product is: [NH2:1][C:2]1[CH:7]=[CH:6][CH:5]=[CH:4][C:3]=1[NH:8][C:9]1[CH:33]=[CH:32][C:12]2[C:13](=[O:31])[C:14]3[CH:21]=[CH:20][C:19]([O:22][CH2:23][C@H:24]([OH:25])[CH2:28][OH:27])=[CH:18][C:15]=3[CH2:16][CH2:17][C:11]=2[CH:10]=1. (4) Given the reactants O.[C:2]([OH:6])(=[O:5])[CH:3]=O.Cl.N1CCOCC1.O.[CH3:15][O:16][C:17]1[CH:22]=[CH:21][C:20]([CH2:23][CH:24]=[O:25])=[CH:19][CH:18]=1, predict the reaction product. The product is: [OH:25][CH:24]1[O:6][C:2](=[O:5])[CH:3]=[C:23]1[C:20]1[CH:21]=[CH:22][C:17]([O:16][CH3:15])=[CH:18][CH:19]=1. (5) Given the reactants [C:1]([C:3]1[CH:4]=[N:5][N:6]2[C:11]([C:12]([F:15])([F:14])[F:13])=[CH:10][C:9]([C:16]3[CH:21]=[CH:20][C:19]([C:22]([F:25])([F:24])[F:23])=[CH:18][CH:17]=3)=[N:8][C:7]=12)#[CH:2].Br[C:27]1[CH:28]=[CH:29][C:30]([NH:33][CH3:34])=[N:31][CH:32]=1, predict the reaction product. The product is: [CH3:34][NH:33][C:30]1[CH:29]=[CH:28][C:27]([C:2]#[C:1][C:3]2[CH:4]=[N:5][N:6]3[C:11]([C:12]([F:14])([F:13])[F:15])=[CH:10][C:9]([C:16]4[CH:21]=[CH:20][C:19]([C:22]([F:25])([F:24])[F:23])=[CH:18][CH:17]=4)=[N:8][C:7]=23)=[CH:32][N:31]=1. (6) Given the reactants Br[C:2]1[CH:3]=[N:4][CH:5]=[C:6]([CH:19]=1)[C:7]([N:9]=[S@@:10]([CH3:18])(=[O:17])[C:11]1[CH:16]=[CH:15][CH:14]=[CH:13][CH:12]=1)=[O:8].[C:20]([C:22]1[CH:27]=[CH:26][CH:25]=[CH:24][C:23]=1[F:28])#[CH:21].C(N(CC)CC)C, predict the reaction product. The product is: [F:28][C:23]1[CH:24]=[CH:25][CH:26]=[CH:27][C:22]=1[C:20]#[C:21][C:2]1[CH:3]=[N:4][CH:5]=[C:6]([CH:19]=1)[C:7]([N:9]=[S@@:10]([CH3:18])(=[O:17])[C:11]1[CH:16]=[CH:15][CH:14]=[CH:13][CH:12]=1)=[O:8]. (7) Given the reactants [CH2:1]([O:4][CH2:5][C:6]1[CH:11]=[CH:10][C:9]([N+:12]([O-:14])=[O:13])=[CH:8][C:7]=1[NH:15][C:16]([NH2:18])=[NH:17])[CH:2]=[CH2:3].CN(C)[CH:21]=[CH:22][C:23]([C:25]1[CH:26]=[N:27][CH:28]=[CH:29][CH:30]=1)=O.C(N(C(C)C)C(C)C)C, predict the reaction product. The product is: [CH2:1]([O:4][CH2:5][C:6]1[CH:11]=[CH:10][C:9]([N+:12]([O-:14])=[O:13])=[CH:8][C:7]=1[NH:15][C:16]1[N:18]=[C:23]([C:25]2[CH:26]=[N:27][CH:28]=[CH:29][CH:30]=2)[CH:22]=[CH:21][N:17]=1)[CH:2]=[CH2:3].